From a dataset of Catalyst prediction with 721,799 reactions and 888 catalyst types from USPTO. Predict which catalyst facilitates the given reaction. (1) Reactant: [C:1]([O-])([O-])=O.[K+].[K+].[CH2:7]([O:9][C:10](=[O:31])[CH2:11][CH2:12][CH2:13][CH2:14][CH2:15][CH2:16][N:17]([C:24]1[CH:29]=[CH:28][C:27]([OH:30])=[CH:26][N:25]=1)[C:18]1[CH:23]=[CH:22][CH:21]=[CH:20][N:19]=1)[CH3:8].CI.CCOC(C)=O. Product: [CH2:7]([O:9][C:10](=[O:31])[CH2:11][CH2:12][CH2:13][CH2:14][CH2:15][CH2:16][N:17]([C:24]1[CH:29]=[CH:28][C:27]([O:30][CH3:1])=[CH:26][N:25]=1)[C:18]1[CH:23]=[CH:22][CH:21]=[CH:20][N:19]=1)[CH3:8]. The catalyst class is: 163. (2) Reactant: [CH3:1][N:2]([CH3:32])[C:3]([C:5]1[N:26]([CH:27]2[CH2:31][CH2:30][CH2:29][CH2:28]2)[C:8]2[N:9]=[C:10]([NH:13][C:14]3[N:19]=CC(C4CCNCC4)=[CH:16][CH:15]=3)[N:11]=[CH:12][C:7]=2[CH:6]=1)=[O:4].[BH-](O[C:43]([CH3:45])=O)(OC(C)=O)OC(C)=O.[Na+].ClCCl.[CH3:50][C:51]([CH3:53])=O. Product: [CH3:1][N:2]([CH3:32])[C:3]([C:5]1[N:26]([CH:27]2[CH2:31][CH2:30][CH2:29][CH2:28]2)[C:8]2[N:9]=[C:10]([NH:13][C:14]3[N:19]=[N:9][C:8]([N:26]4[CH2:45][CH2:43][N:2]([CH:51]([CH3:53])[CH3:50])[CH2:3][CH2:5]4)=[CH:16][CH:15]=3)[N:11]=[CH:12][C:7]=2[CH:6]=1)=[O:4]. The catalyst class is: 15. (3) Reactant: [OH:1][CH:2]1[CH2:5][CH:4]([C:6]2[O:10][N:9]=[C:8]([C:11]3[CH:12]=[CH:13][C:14]([CH3:29])=[C:15]([NH:17][C:18]([C:20]4[N:24]5[CH:25]=[CH:26][CH:27]=[CH:28][C:23]5=[N:22][CH:21]=4)=[O:19])[CH:16]=3)[N:7]=2)[CH2:3]1.CCN(C(C)C)C(C)C.[CH3:39][S:40](Cl)(=[O:42])=[O:41]. The catalyst class is: 2. Product: [CH3:39][S:40]([O:1][CH:2]1[CH2:5][CH:4]([C:6]2[O:10][N:9]=[C:8]([C:11]3[CH:12]=[CH:13][C:14]([CH3:29])=[C:15]([NH:17][C:18]([C:20]4[N:24]5[CH:25]=[CH:26][CH:27]=[CH:28][C:23]5=[N:22][CH:21]=4)=[O:19])[CH:16]=3)[N:7]=2)[CH2:3]1)(=[O:42])=[O:41]. (4) Reactant: C(N(CC)CC)C.[C:8]([O:12][C:13]([N:15]([C:23]1[C:28]([C:29]#[CH:30])=[N:27][C:26]([C:31]2[CH:36]=[CH:35][C:34]([S:37]([CH:40]([CH3:42])[CH3:41])(=[O:39])=[O:38])=[CH:33][CH:32]=2)=[CH:25][N:24]=1)[C:16](=[O:22])[O:17][C:18]([CH3:21])([CH3:20])[CH3:19])=[O:14])([CH3:11])([CH3:10])[CH3:9].[Cl:43][CH2:44][C:45]1[CH:54]=[CH:53][C:48]([C:49](Cl)=[N:50][OH:51])=[CH:47][CH:46]=1. Product: [C:8]([O:12][C:13]([N:15]([C:23]1[C:28]([C:29]2[O:51][N:50]=[C:49]([C:48]3[CH:53]=[CH:54][C:45]([CH2:44][Cl:43])=[CH:46][CH:47]=3)[CH:30]=2)=[N:27][C:26]([C:31]2[CH:32]=[CH:33][C:34]([S:37]([CH:40]([CH3:42])[CH3:41])(=[O:39])=[O:38])=[CH:35][CH:36]=2)=[CH:25][N:24]=1)[C:16](=[O:22])[O:17][C:18]([CH3:20])([CH3:21])[CH3:19])=[O:14])([CH3:9])([CH3:10])[CH3:11]. The catalyst class is: 2. (5) Reactant: [N:1]([C@@H:4]([C@@H:8]([C:16]1[CH:21]=[CH:20][C:19]([F:22])=[C:18]([F:23])[CH:17]=1)[C:9]1[CH:14]=[CH:13][CH:12]=[C:11]([F:15])[CH:10]=1)[C:5](O)=[O:6])=[N+:2]=[N-:3].[NH2:24][C:25]1[CH:55]=[CH:54][CH:53]=[C:52]([F:56])[C:26]=1[CH2:27][CH2:28][C@H:29]1[O:34][CH2:33][C@@H:32]([CH2:35][O:36][C:37](=[O:44])[NH:38][CH2:39][C:40]([F:43])([F:42])[F:41])[N:31]([C:45]([O:47][C:48]([CH3:51])([CH3:50])[CH3:49])=[O:46])[CH2:30]1.O=P(Cl)(Cl)Cl. Product: [N:1]([C@@H:4]([C@@H:8]([C:16]1[CH:21]=[CH:20][C:19]([F:22])=[C:18]([F:23])[CH:17]=1)[C:9]1[CH:14]=[CH:13][CH:12]=[C:11]([F:15])[CH:10]=1)[C:5]([NH:24][C:25]1[CH:55]=[CH:54][CH:53]=[C:52]([F:56])[C:26]=1[CH2:27][CH2:28][C@H:29]1[O:34][CH2:33][C@@H:32]([CH2:35][O:36][C:37](=[O:44])[NH:38][CH2:39][C:40]([F:43])([F:41])[F:42])[N:31]([C:45]([O:47][C:48]([CH3:49])([CH3:50])[CH3:51])=[O:46])[CH2:30]1)=[O:6])=[N+:2]=[N-:3]. The catalyst class is: 17. (6) Reactant: Br[C:2]1[NH:3][C:4]2[C:9]([C:10]=1[CH:11]1[CH2:16][CH2:15][CH2:14][CH2:13][CH2:12]1)=[CH:8][CH:7]=[C:6]([C:17]([O:19][CH3:20])=[O:18])[CH:5]=2.[CH:21]([C:23]1[C:24]([O:32][CH3:33])=[C:25](B(O)O)[CH:26]=[CH:27][CH:28]=1)=[O:22].C([O-])([O-])=O.[Na+].[Na+]. Product: [CH:11]1([C:10]2[C:9]3[C:4](=[CH:5][C:6]([C:17]([O:19][CH3:20])=[O:18])=[CH:7][CH:8]=3)[NH:3][C:2]=2[C:25]2[CH:26]=[CH:27][CH:28]=[C:23]([CH:21]=[O:22])[C:24]=2[O:32][CH3:33])[CH2:16][CH2:15][CH2:14][CH2:13][CH2:12]1. The catalyst class is: 184. (7) Reactant: [CH2:1]1[C:9]2[C:4](=[CH:5][CH:6]=[CH:7][CH:8]=2)[CH2:3][CH:2]1[C:10]([O:12][CH2:13][CH3:14])=[O:11].C[Si]([N-][Si](C)(C)C)(C)C.[Na+].Br[CH2:26][C:27]([O:29][C:30]([CH3:33])([CH3:32])[CH3:31])=[O:28]. Product: [C:30]([O:29][C:27](=[O:28])[CH2:26][C:2]1([C:10]([O:12][CH2:13][CH3:14])=[O:11])[CH2:1][C:9]2[C:4](=[CH:5][CH:6]=[CH:7][CH:8]=2)[CH2:3]1)([CH3:33])([CH3:32])[CH3:31]. The catalyst class is: 220. (8) Reactant: COP([CH2:7][C:8](=[O:16])[C:9]([F:15])([F:14])[CH2:10][CH2:11][CH2:12][CH3:13])(=O)OC.O.[OH-].[Li+].[C:20]([O:23][C@@H:24]1[C@H:28]([CH2:29][CH2:30][CH2:31][CH2:32][CH2:33][CH2:34][C:35]([O:37][CH3:38])=[O:36])[C@@H:27]([CH:39]=O)[C@H:26]([O:41][CH:42]2[CH2:47][CH2:46][CH2:45][CH2:44][O:43]2)[CH2:25]1)(=[O:22])[CH3:21]. Product: [C:20]([O:23][C@@H:24]1[C@H:28]([CH2:29][CH2:30][CH2:31][CH2:32][CH2:33][CH2:34][C:35]([O:37][CH3:38])=[O:36])[C@@H:27](/[CH:39]=[CH:7]/[C:8](=[O:16])[C:9]([F:14])([F:15])[CH2:10][CH2:11][CH2:12][CH3:13])[C@H:26]([O:41][CH:42]2[CH2:47][CH2:46][CH2:45][CH2:44][O:43]2)[CH2:25]1)(=[O:22])[CH3:21]. The catalyst class is: 38. (9) Reactant: [Cl-].[CH3:2][O:3][C:4]1[CH:19]=[CH:18][C:7]([CH2:8][N+:9]([CH3:17])([CH3:16])[C:10]2[CH:15]=[CH:14][CH:13]=[CH:12][CH:11]=2)=[CH:6][CH:5]=1.[F:20][C:21]([F:27])([F:26])[S:22]([OH:25])(=[O:24])=[O:23]. Product: [F:20][C:21]([F:27])([F:26])[S:22]([O-:25])(=[O:24])=[O:23].[CH3:2][O:3][C:4]1[CH:19]=[CH:18][C:7]([CH2:8][N+:9]([CH3:16])([CH3:17])[C:10]2[CH:15]=[CH:14][CH:13]=[CH:12][CH:11]=2)=[CH:6][CH:5]=1. The catalyst class is: 6. (10) Reactant: [F:1][C:2]1[CH:7]=[CH:6][C:5]([C:8]2[N:9]=[C:10]3[CH:15]=[CH:14][CH:13]=[N:12][N:11]3[C:16]=2[C:17]2[CH:22]=[CH:21][N:20]=[C:19]([NH2:23])[CH:18]=2)=[CH:4][C:3]=1[CH3:24].[CH2:25]([N:27]=[C:28]=[O:29])[CH3:26]. Product: [CH2:25]([NH:27][C:28]([NH:23][C:19]1[CH:18]=[C:17]([C:16]2[N:11]3[N:12]=[CH:13][CH:14]=[CH:15][C:10]3=[N:9][C:8]=2[C:5]2[CH:6]=[CH:7][C:2]([F:1])=[C:3]([CH3:24])[CH:4]=2)[CH:22]=[CH:21][N:20]=1)=[O:29])[CH3:26]. The catalyst class is: 7.